Dataset: Full USPTO retrosynthesis dataset with 1.9M reactions from patents (1976-2016). Task: Predict the reactants needed to synthesize the given product. (1) Given the product [Cl:1][C:2]1[CH:3]=[CH:4][C:5]([CH:8]2[C:12]3[N:13]([CH:22]([CH3:23])[CH3:24])[C:14]([C:16]4[CH2:17][CH2:18][O:19][CH2:20][CH:21]=4)=[N:15][C:11]=3[C:10](=[O:25])[N:9]2[C:27]2[CH:28]=[C:29]([CH3:37])[C:30]3[N:31]([C:33]([CH3:36])=[N:34][N:35]=3)[N:32]=2)=[CH:6][CH:7]=1, predict the reactants needed to synthesize it. The reactants are: [Cl:1][C:2]1[CH:7]=[CH:6][C:5]([CH:8]2[C:12]3[N:13]([CH:22]([CH3:24])[CH3:23])[C:14]([C:16]4[CH2:17][CH2:18][O:19][CH2:20][CH:21]=4)=[N:15][C:11]=3[C:10](=[O:25])[NH:9]2)=[CH:4][CH:3]=1.Cl[C:27]1[CH:28]=[C:29]([CH3:37])[C:30]2[N:31]([C:33]([CH3:36])=[N:34][N:35]=2)[N:32]=1.CC1(C)C2C(=C(P(C3C=CC=CC=3)C3C=CC=CC=3)C=CC=2)OC2C(P(C3C=CC=CC=3)C3C=CC=CC=3)=CC=CC1=2.C([O-])([O-])=O.[Cs+].[Cs+]. (2) Given the product [CH3:69][C@H:65]1[N:66]([CH2:2][CH2:3][C@H:4]2[C:9]3[CH:10]=[CH:11][C:12]([CH2:14][N:15]4[CH2:19][CH2:18][O:17][C:16]4=[O:20])=[CH:13][C:8]=3[CH2:7][CH2:6][O:5]2)[CH2:67][CH2:68][N:63]([C:59]2[CH:58]=[CH:57][CH:56]=[C:55]3[C:60]=2[CH:61]=[CH:62][C:53]([C:51]#[N:52])=[CH:54]3)[CH2:64]1, predict the reactants needed to synthesize it. The reactants are: O[CH2:2][CH2:3][C@H:4]1[C:9]2[CH:10]=[CH:11][C:12]([CH2:14][N:15]3[CH2:19][CH2:18][O:17][C:16]3=[O:20])=[CH:13][C:8]=2[CH2:7][CH2:6][O:5]1.CS(Cl)(=O)=O.CS(OCC[C@H]1C2C=CC(C(N)=O)=CC=2CCO1)(=O)=O.S([O-])(=O)(=O)C.[C:51]([C:53]1[CH:54]=[C:55]2[C:60](=[CH:61][CH:62]=1)[C:59]([N:63]1[CH2:68][CH2:67][NH:66][C@H:65]([CH3:69])[CH2:64]1)=[CH:58][CH:57]=[CH:56]2)#[N:52]. (3) Given the product [CH3:20][O:19][C:17]([C@H:9]1[C@H:8]([C:5]2[CH:6]=[CH:7][C:2]([CH3:21])=[CH:3][CH:4]=2)[C@H:10]1[C:11]1[CH:16]=[CH:15][CH:14]=[CH:13][CH:12]=1)=[O:18], predict the reactants needed to synthesize it. The reactants are: Br[C:2]1[CH:7]=[CH:6][C:5]([C@@H:8]2[C@@H:10]([C:11]3[CH:16]=[CH:15][CH:14]=[CH:13][CH:12]=3)[C@H:9]2[C:17]([O:19][CH3:20])=[O:18])=[CH:4][CH:3]=1.[CH3:21]B1OB(C)OB(C)O1.C(=O)([O-])[O-].[Cs+].[Cs+]. (4) Given the product [CH2:1]([C@H:4]1[CH2:10][N:9]([CH:11]2[CH2:15][CH2:14][CH2:13][CH2:12]2)[C:8]2[N:16]=[C:17]([NH:20][C:21]3[CH:29]=[CH:28][C:24]([C:25]([NH:40][C@@H:37]4[CH2:38][CH2:39][N:35]([CH3:34])[CH2:36]4)=[O:26])=[CH:23][C:22]=3[O:30][CH3:31])[N:18]=[CH:19][C:7]=2[N:6]([CH3:32])[C:5]1=[O:33])[CH:2]=[CH2:3], predict the reactants needed to synthesize it. The reactants are: [CH2:1]([C@H:4]1[CH2:10][N:9]([CH:11]2[CH2:15][CH2:14][CH2:13][CH2:12]2)[C:8]2[N:16]=[C:17]([NH:20][C:21]3[CH:29]=[CH:28][C:24]([C:25](O)=[O:26])=[CH:23][C:22]=3[O:30][CH3:31])[N:18]=[CH:19][C:7]=2[N:6]([CH3:32])[C:5]1=[O:33])[CH:2]=[CH2:3].[CH3:34][N:35]1[CH2:39][CH2:38][C@@H:37]([NH2:40])[CH2:36]1. (5) Given the product [Cl:1][C:2]1[CH:7]=[CH:6][C:5]([C:8]2[O:12][C:11](/[CH:13]=[C:22](/[N+:19]([O-:21])=[O:20])\[CH3:23])=[CH:10][CH:9]=2)=[CH:4][C:3]=1[C:15]([F:18])([F:17])[F:16], predict the reactants needed to synthesize it. The reactants are: [Cl:1][C:2]1[CH:7]=[CH:6][C:5]([C:8]2[O:12][C:11]([CH:13]=O)=[CH:10][CH:9]=2)=[CH:4][C:3]=1[C:15]([F:18])([F:17])[F:16].[N+:19]([CH2:22][CH3:23])([O-:21])=[O:20].C(N)CCC. (6) Given the product [CH2:20]([O:27][C:28]1[C:29]([CH3:37])=[C:30]([CH3:36])[C:31]([NH:35][C:8]([C:9]2[CH:17]=[CH:16][C:15]3[O:14][CH2:13][O:12][C:11]=3[CH:10]=2)=[O:18])=[N:32][C:33]=1[CH3:34])[C:21]1[CH:22]=[CH:23][CH:24]=[CH:25][CH:26]=1, predict the reactants needed to synthesize it. The reactants are: C(N(CC)CC)C.[C:8](Cl)(=[O:18])[C:9]1[CH:17]=[CH:16][C:15]2[O:14][CH2:13][O:12][C:11]=2[CH:10]=1.[CH2:20]([O:27][C:28]1[C:29]([CH3:37])=[C:30]([CH3:36])[C:31]([NH2:35])=[N:32][C:33]=1[CH3:34])[C:21]1[CH:26]=[CH:25][CH:24]=[CH:23][CH:22]=1.